The task is: Predict the product of the given reaction.. This data is from Forward reaction prediction with 1.9M reactions from USPTO patents (1976-2016). Given the reactants [Br:1][C:2]1[CH:27]=[CH:26][C:5]([O:6][C:7]2[CH:12]=[CH:11][CH:10]=[CH:9][C:8]=2[NH:13][S:14]([C:17]2[CH:25]=[CH:24][C:20]([C:21](O)=[O:22])=[CH:19][CH:18]=2)(=[O:16])=[O:15])=[CH:4][CH:3]=1.[NH:28]1[CH2:32][CH2:31][N:30]=[C:29]1[C:33]1[CH:45]=[CH:44][C:36]([CH2:37][CH:38]2[CH2:43][CH2:42][NH:41][CH2:40][CH2:39]2)=[CH:35][CH:34]=1, predict the reaction product. The product is: [Br:1][C:2]1[CH:27]=[CH:26][C:5]([O:6][C:7]2[CH:12]=[CH:11][CH:10]=[CH:9][C:8]=2[NH:13][S:14]([C:17]2[CH:25]=[CH:24][C:20]([C:21]([N:41]3[CH2:42][CH2:43][CH:38]([CH2:37][C:36]4[CH:35]=[CH:34][C:33]([C:29]5[NH:30][CH2:31][CH2:32][N:28]=5)=[CH:45][CH:44]=4)[CH2:39][CH2:40]3)=[O:22])=[CH:19][CH:18]=2)(=[O:16])=[O:15])=[CH:4][CH:3]=1.